Dataset: Full USPTO retrosynthesis dataset with 1.9M reactions from patents (1976-2016). Task: Predict the reactants needed to synthesize the given product. (1) Given the product [CH2:15]([N:9]1[CH2:8][CH2:3][CH:2]([C:1]([OH:5])=[O:4])[CH2:10]1)[C:16]1[CH:17]=[CH:18][CH:19]=[CH:20][CH:21]=1, predict the reactants needed to synthesize it. The reactants are: [C:1]([OH:5])(=[O:4])[CH:2]=[CH2:3].CO[CH2:8][N:9]([CH2:15][C:16]1[CH:21]=[CH:20][CH:19]=[CH:18][CH:17]=1)[CH2:10][Si](C)(C)C. (2) Given the product [CH:5]1[C:6]2[C:10]3[CH2:11][CH2:12][CH2:13][CH2:14][CH2:15][C:9]=3[O:8][C:7]=2[CH:16]=[CH:17][C:4]=1[NH2:1], predict the reactants needed to synthesize it. The reactants are: [N+:1]([C:4]1[CH:17]=[CH:16][C:7]2[O:8][C:9]3[CH2:15][CH2:14][CH2:13][CH2:12][CH2:11][C:10]=3[C:6]=2[CH:5]=1)([O-])=O. (3) Given the product [CH2:1]([NH:8][CH2:9][C:10]1[CH:15]=[C:14]([N:16]2[CH2:21][CH2:20][O:19][CH2:18][CH2:17]2)[N:13]=[C:12]([C:27]2[CH:28]=[CH:29][CH:30]=[C:31]3[C:26]=2[CH:25]=[CH:24][NH:23]3)[N:11]=1)[C:2]1[CH:7]=[CH:6][CH:5]=[CH:4][CH:3]=1, predict the reactants needed to synthesize it. The reactants are: [CH2:1]([NH:8][CH2:9][C:10]1[CH:15]=[C:14]([N:16]2[CH2:21][CH2:20][O:19][CH2:18][CH2:17]2)[N:13]=[C:12](Cl)[N:11]=1)[C:2]1[CH:7]=[CH:6][CH:5]=[CH:4][CH:3]=1.[NH:23]1[C:31]2[CH:30]=[CH:29][CH:28]=[C:27](B(O)O)[C:26]=2[CH:25]=[CH:24]1. (4) The reactants are: [NH2:1][C:2]1[CH:7]=[CH:6][CH:5]=[CH:4][C:3]=1[NH:8][C:9]([C:11]1[N:12]=[CH:13][C:14]2[C:19]([CH:20]=1)=[CH:18][CH:17]=[C:16]([N:21]1[CH2:26][CH2:25][N:24](C(OC(C)(C)C)=O)[CH2:23][CH2:22]1)[CH:15]=2)=[O:10].C(O)(C(F)(F)F)=O. Given the product [NH2:1][C:2]1[CH:7]=[CH:6][CH:5]=[CH:4][C:3]=1[NH:8][C:9]([C:11]1[N:12]=[CH:13][C:14]2[C:19]([CH:20]=1)=[CH:18][CH:17]=[C:16]([N:21]1[CH2:22][CH2:23][NH:24][CH2:25][CH2:26]1)[CH:15]=2)=[O:10], predict the reactants needed to synthesize it. (5) Given the product [Cl:1][C:2]1[CH:3]=[CH:4][C:5]2[N:11]3[C:12]([C:15]([F:18])([F:16])[F:17])=[N:13][N:14]=[C:10]3[CH:9]([CH2:19][C:20]([OH:22])=[O:21])[CH2:8][CH:7]([C:24]3[CH:29]=[CH:28][CH:27]=[C:26]([O:30][CH3:31])[C:25]=3[O:32][CH3:33])[C:6]=2[CH:34]=1, predict the reactants needed to synthesize it. The reactants are: [Cl:1][C:2]1[CH:3]=[CH:4][C:5]2[N:11]3[C:12]([C:15]([F:18])([F:17])[F:16])=[N:13][N:14]=[C:10]3[CH:9]([CH2:19][C:20]([O:22]C)=[O:21])[CH2:8][CH:7]([C:24]3[CH:29]=[CH:28][CH:27]=[C:26]([O:30][CH3:31])[C:25]=3[O:32][CH3:33])[C:6]=2[CH:34]=1.Cl.O. (6) Given the product [C:1]([C:4]1[C:22](=[O:23])[C@@:8]2([CH3:24])[C:9]3[C:15]([OH:16])=[CH:14][C:13]([O:17][CH3:18])=[C:12]([C:19]([NH:21][CH2:36][C:26]4[C:35]5[C:30](=[CH:31][CH:32]=[CH:33][CH:34]=5)[CH:29]=[CH:28][CH:27]=4)=[O:20])[C:10]=3[O:11][C:7]2=[CH:6][C:5]=1[OH:25])(=[O:3])[CH3:2], predict the reactants needed to synthesize it. The reactants are: [C:1]([C:4]1[C:22](=[O:23])[C@@:8]2([CH3:24])[C:9]3[C:15]([OH:16])=[CH:14][C:13]([O:17][CH3:18])=[C:12]([C:19]([NH2:21])=[O:20])[C:10]=3[O:11][C:7]2=[CH:6][C:5]=1[OH:25])(=[O:3])[CH3:2].[C:26]1([CH:36]=O)[C:35]2[C:30](=[CH:31][CH:32]=[CH:33][CH:34]=2)[CH:29]=[CH:28][CH:27]=1.C([SiH](CC)CC)C.FC(F)(F)C(O)=O. (7) Given the product [CH3:1][O:2][C:3]([C:5]1([CH2:16][CH2:15][O:14][C:11](=[O:13])[CH3:12])[CH2:9][CH2:8][CH2:7][C:6]1=[O:10])=[O:4], predict the reactants needed to synthesize it. The reactants are: [CH3:1][O:2][C:3]([CH:5]1[CH2:9][CH2:8][CH2:7][C:6]1=[O:10])=[O:4].[C:11]([O:14][CH2:15][CH2:16]Br)(=[O:13])[CH3:12].C(=O)([O-])[O-].[K+].[K+].